Dataset: Reaction yield outcomes from USPTO patents with 853,638 reactions. Task: Predict the reaction yield, written as a fraction of the theoretical maximum amount of product (1.0 means a 100% yield; for example, 0.34 means a 34% yield). (1) The reactants are [C:1]([O:5][C:6](=[O:15])[NH:7][C:8]1[CH:13]=[C:12]([Cl:14])[CH:11]=[CH:10][N:9]=1)([CH3:4])([CH3:3])[CH3:2].CN(CCN(C)C)C.[Li]CCCC.[I:29]I.S([O-])(O)=O.[Na+]. The catalyst is C1COCC1.O. The product is [C:1]([O:5][C:6](=[O:15])[NH:7][C:8]1[C:13]([I:29])=[C:12]([Cl:14])[CH:11]=[CH:10][N:9]=1)([CH3:4])([CH3:2])[CH3:3]. The yield is 0.780. (2) The reactants are [CH3:1][O:2][C:3]1[CH:4]=[C:5]2[C:9](=[CH:10][C:11]=1[C:12]([F:15])([F:14])[F:13])[NH:8][C:7](C(O)=O)=[C:6]2[CH3:19].Cl. The catalyst is N1C2C(=CC=CC=2)C=CC=1.CCOC(C)=O.[Cu]. The product is [CH3:1][O:2][C:3]1[CH:4]=[C:5]2[C:9](=[CH:10][C:11]=1[C:12]([F:15])([F:13])[F:14])[NH:8][CH:7]=[C:6]2[CH3:19]. The yield is 0.510. (3) The reactants are [Si:1]([O:8][CH2:9][C@@H:10]([NH:15][C:16]([C:18]1[N:19]=[C:20]([N:23]2[CH2:26][CH:25](OS(C)(=O)=O)[CH2:24]2)[S:21][CH:22]=1)=[O:17])[CH2:11][CH:12]([CH3:14])[CH3:13])([C:4]([CH3:7])([CH3:6])[CH3:5])([CH3:3])[CH3:2].[C:32]([O-:35])(=[S:34])[CH3:33].[K+]. The catalyst is CN(C)C=O. The product is [C:32]([S:34][CH:25]1[CH2:26][N:23]([C:20]2[S:21][CH:22]=[C:18]([C:16](=[O:17])[NH:15][C@H:10]([CH2:9][O:8][Si:1]([C:4]([CH3:5])([CH3:6])[CH3:7])([CH3:3])[CH3:2])[CH2:11][CH:12]([CH3:13])[CH3:14])[N:19]=2)[CH2:24]1)(=[O:35])[CH3:33]. The yield is 0.560. (4) The reactants are FC(F)(F)C(O)=O.[CH:8]([N:11]1[C:15]([C:16]2[N:25]=[C:24]3[N:18]([CH2:19][CH2:20][O:21][C:22]4[CH:29]=[C:28]([CH:30]5[CH2:35][CH2:34][NH:33][CH2:32][CH2:31]5)[CH:27]=[CH:26][C:23]=43)[CH:17]=2)=[N:14][CH:13]=[N:12]1)([CH3:10])[CH3:9].C(=O)([O-])[O-].[K+].[K+].Br[CH2:43][CH2:44][O:45][CH3:46]. The catalyst is CN(C=O)C.C(Cl)Cl. The product is [CH:8]([N:11]1[C:15]([C:16]2[N:25]=[C:24]3[C:23]4[CH:26]=[CH:27][C:28]([CH:30]5[CH2:35][CH2:34][N:33]([CH2:43][CH2:44][O:45][CH3:46])[CH2:32][CH2:31]5)=[CH:29][C:22]=4[O:21][CH2:20][CH2:19][N:18]3[CH:17]=2)=[N:14][CH:13]=[N:12]1)([CH3:10])[CH3:9]. The yield is 0.480. (5) The reactants are [Cl:1][C:2]1[CH:8]=[CH:7][C:6]([O:9][C:10]2[C:19]3[C:14](=[CH:15][C:16]([O:22][CH3:23])=[C:17]([O:20][CH3:21])[CH:18]=3)[N:13]=[CH:12][N:11]=2)=[CH:5][C:3]=1[NH2:4].[C:24]([C:28]1[CH:32]=[C:31]([NH:33][C:34](=O)[O:35]C2C=CC=CC=2)[N:30]([C:43]2[CH:48]=[CH:47][C:46]([CH3:49])=[CH:45][CH:44]=2)[N:29]=1)([CH3:27])([CH3:26])[CH3:25]. No catalyst specified. The product is [C:24]([C:28]1[CH:32]=[C:31]([NH:33][C:34]([NH:4][C:3]2[CH:5]=[C:6]([O:9][C:10]3[C:19]4[C:14](=[CH:15][C:16]([O:22][CH3:23])=[C:17]([O:20][CH3:21])[CH:18]=4)[N:13]=[CH:12][N:11]=3)[CH:7]=[CH:8][C:2]=2[Cl:1])=[O:35])[N:30]([C:43]2[CH:48]=[CH:47][C:46]([CH3:49])=[CH:45][CH:44]=2)[N:29]=1)([CH3:27])([CH3:26])[CH3:25]. The yield is 0.460. (6) The reactants are Br[C:2]1[CH:7]=[CH:6][CH:5]=[CH:4][N:3]=1.[Br:8][C:9]1[C:17]2[O:16][C:15]([CH2:18][CH2:19][C:20]#[CH:21])=[N:14][C:13]=2[CH:12]=[C:11]([F:22])[CH:10]=1. No catalyst specified. The product is [Br:8][C:9]1[C:17]2[O:16][C:15]([CH2:18][CH2:19][C:20]#[C:21][C:2]3[CH:7]=[CH:6][CH:5]=[CH:4][N:3]=3)=[N:14][C:13]=2[CH:12]=[C:11]([F:22])[CH:10]=1. The yield is 0.450. (7) The product is [C:1]([O:5][C:6]([N:8]1[CH2:13][CH2:12][CH:11]([C:14]2[C:19]([CH:20]3[CH2:21][N:22]([C:25]4[CH:34]=[CH:33][C:32]5[C:27](=[CH:28][CH:29]=[CH:30][CH:31]=5)[N:26]=4)[CH2:23]3)=[N:18][CH:17]=[CH:16][N:15]=2)[CH2:10][CH2:9]1)=[O:7])([CH3:4])([CH3:2])[CH3:3]. The yield is 0.778. The reactants are [C:1]([O:5][C:6]([N:8]1[CH2:13][CH2:12][CH:11]([C:14]2[C:19]([CH:20]3[CH2:23][NH:22][CH2:21]3)=[N:18][CH:17]=[CH:16][N:15]=2)[CH2:10][CH2:9]1)=[O:7])([CH3:4])([CH3:3])[CH3:2].Cl[C:25]1[CH:34]=[CH:33][C:32]2[C:27](=[CH:28][CH:29]=[CH:30][CH:31]=2)[N:26]=1.C([O-])([O-])=O.[Cs+].[Cs+]. The catalyst is CN(C=O)C.O. (8) The reactants are CC(C)=CCC/C(/C)=C/CC/C(/C)=C/CSC[C@H:15](NC(C)=O)[C:16](O)=[O:17].[OH-].[Na+].[Cl-].[C:29]([NH2:37])(=[O:36])[C:30]1[CH:35]=[CH:34][CH:33]=[N:32][CH:31]=1. No catalyst specified. The product is [CH2:16]([OH:17])[CH3:15].[C:31](#[N:32])[CH3:30].[C:29]([NH2:37])(=[O:36])[C:30]1[CH:35]=[CH:34][CH:33]=[N:32][CH:31]=1. The yield is 0.350. (9) The reactants are [C:1]1([NH:7][S:8]([C:11]2[CH:16]=[CH:15][CH:14]=[CH:13][CH:12]=2)(=[O:10])=[O:9])[CH:6]=[CH:5][CH:4]=[CH:3][CH:2]=1.Br[CH2:18][C:19]([O:21][CH3:22])=[O:20]. No catalyst specified. The product is [CH3:22][O:21][C:19](=[O:20])[CH2:18][N:7]([S:8]([C:11]1[CH:12]=[CH:13][CH:14]=[CH:15][CH:16]=1)(=[O:10])=[O:9])[C:1]1[CH:2]=[CH:3][CH:4]=[CH:5][CH:6]=1. The yield is 0.650.